This data is from Catalyst prediction with 721,799 reactions and 888 catalyst types from USPTO. The task is: Predict which catalyst facilitates the given reaction. (1) Reactant: C(OC([NH:11][C@H:12]1[CH2:17][CH2:16][CH2:15][N:14]([P:18]([NH:24][CH2:25][CH2:26][CH3:27])([NH:20][CH2:21][CH2:22][CH3:23])=[O:19])[C:13]1=[O:28])=O)C1C=CC=CC=1. Product: [NH2:11][C@H:12]1[CH2:17][CH2:16][CH2:15][N:14]([P:18]([NH:24][CH2:25][CH2:26][CH3:27])([NH:20][CH2:21][CH2:22][CH3:23])=[O:19])[C:13]1=[O:28]. The catalyst class is: 19. (2) Reactant: [N:1]1[CH:6]=[CH:5][CH:4]=[C:3]([NH2:7])[N:2]=1.[Cl:8][C:9]1[CH:10]=[C:11]([S:16](Cl)(=[O:18])=[O:17])[CH:12]=[CH:13][C:14]=1[F:15].N12CCN(CC1)CC2. Product: [Cl:8][C:9]1[CH:10]=[C:11]([S:16]([NH:7][C:3]2[N:2]=[N:1][CH:6]=[CH:5][CH:4]=2)(=[O:17])=[O:18])[CH:12]=[CH:13][C:14]=1[F:15]. The catalyst class is: 10.